Regression. Given two drug SMILES strings and cell line genomic features, predict the synergy score measuring deviation from expected non-interaction effect. From a dataset of NCI-60 drug combinations with 297,098 pairs across 59 cell lines. (1) Drug 1: C1CC(=O)NC(=O)C1N2CC3=C(C2=O)C=CC=C3N. Drug 2: CC(C)(C#N)C1=CC(=CC(=C1)CN2C=NC=N2)C(C)(C)C#N. Cell line: IGROV1. Synergy scores: CSS=3.11, Synergy_ZIP=-3.39, Synergy_Bliss=-3.80, Synergy_Loewe=-2.43, Synergy_HSA=-2.40. (2) Drug 1: CCC1=C2CN3C(=CC4=C(C3=O)COC(=O)C4(CC)O)C2=NC5=C1C=C(C=C5)O. Drug 2: N.N.Cl[Pt+2]Cl. Cell line: EKVX. Synergy scores: CSS=15.4, Synergy_ZIP=-7.15, Synergy_Bliss=-5.29, Synergy_Loewe=-2.04, Synergy_HSA=-1.99. (3) Drug 1: C1=CC(=CC=C1CCCC(=O)O)N(CCCl)CCCl. Drug 2: CN(C(=O)NC(C=O)C(C(C(CO)O)O)O)N=O. Cell line: KM12. Synergy scores: CSS=10.1, Synergy_ZIP=3.45, Synergy_Bliss=1.54, Synergy_Loewe=-1.14, Synergy_HSA=1.26. (4) Drug 1: CCN(CC)CCCC(C)NC1=C2C=C(C=CC2=NC3=C1C=CC(=C3)Cl)OC. Drug 2: C1CC(=O)NC(=O)C1N2C(=O)C3=CC=CC=C3C2=O. Cell line: SR. Synergy scores: CSS=66.5, Synergy_ZIP=-2.13, Synergy_Bliss=-1.02, Synergy_Loewe=0.666, Synergy_HSA=-0.445. (5) Drug 1: CC1=CC2C(CCC3(C2CCC3(C(=O)C)OC(=O)C)C)C4(C1=CC(=O)CC4)C. Drug 2: CCCCC(=O)OCC(=O)C1(CC(C2=C(C1)C(=C3C(=C2O)C(=O)C4=C(C3=O)C=CC=C4OC)O)OC5CC(C(C(O5)C)O)NC(=O)C(F)(F)F)O. Cell line: SF-268. Synergy scores: CSS=0.343, Synergy_ZIP=2.18, Synergy_Bliss=3.12, Synergy_Loewe=1.00, Synergy_HSA=-1.48. (6) Drug 1: CC(C1=C(C=CC(=C1Cl)F)Cl)OC2=C(N=CC(=C2)C3=CN(N=C3)C4CCNCC4)N. Drug 2: CCC1=CC2CC(C3=C(CN(C2)C1)C4=CC=CC=C4N3)(C5=C(C=C6C(=C5)C78CCN9C7C(C=CC9)(C(C(C8N6C)(C(=O)OC)O)OC(=O)C)CC)OC)C(=O)OC.C(C(C(=O)O)O)(C(=O)O)O. Cell line: UO-31. Synergy scores: CSS=11.4, Synergy_ZIP=-2.62, Synergy_Bliss=0.562, Synergy_Loewe=2.99, Synergy_HSA=3.06. (7) Drug 1: CCC1=C2CN3C(=CC4=C(C3=O)COC(=O)C4(CC)O)C2=NC5=C1C=C(C=C5)O. Drug 2: C1=CC=C(C=C1)NC(=O)CCCCCCC(=O)NO. Cell line: SNB-19. Synergy scores: CSS=36.6, Synergy_ZIP=-4.16, Synergy_Bliss=-4.94, Synergy_Loewe=-15.7, Synergy_HSA=-1.56. (8) Drug 1: CC12CCC3C(C1CCC2=O)CC(=C)C4=CC(=O)C=CC34C. Drug 2: COC1=C2C(=CC3=C1OC=C3)C=CC(=O)O2. Cell line: MDA-MB-231. Synergy scores: CSS=40.5, Synergy_ZIP=-0.0717, Synergy_Bliss=0.814, Synergy_Loewe=1.31, Synergy_HSA=1.22. (9) Drug 1: C1CCC(CC1)NC(=O)N(CCCl)N=O. Drug 2: CCC1(CC2CC(C3=C(CCN(C2)C1)C4=CC=CC=C4N3)(C5=C(C=C6C(=C5)C78CCN9C7C(C=CC9)(C(C(C8N6C=O)(C(=O)OC)O)OC(=O)C)CC)OC)C(=O)OC)O.OS(=O)(=O)O. Cell line: HL-60(TB). Synergy scores: CSS=62.9, Synergy_ZIP=6.73, Synergy_Bliss=7.23, Synergy_Loewe=-3.17, Synergy_HSA=6.39.